From a dataset of Reaction yield outcomes from USPTO patents with 853,638 reactions. Predict the reaction yield, written as a fraction of the theoretical maximum amount of product (1.0 means a 100% yield; for example, 0.34 means a 34% yield). The reactants are B(Br)(Br)Br.C[O:6][C:7]1[CH:12]=[CH:11][C:10]([CH2:13][C:14]([OH:16])=[O:15])=[CH:9][C:8]=1[C:17]([F:20])([F:19])[F:18].Cl[CH2:22]Cl. No catalyst specified. The product is [OH:6][C:7]1[CH:12]=[CH:11][C:10]([CH2:13][C:14]([O:16][CH3:22])=[O:15])=[CH:9][C:8]=1[C:17]([F:20])([F:19])[F:18]. The yield is 0.332.